From a dataset of Reaction yield outcomes from USPTO patents with 853,638 reactions. Predict the reaction yield, written as a fraction of the theoretical maximum amount of product (1.0 means a 100% yield; for example, 0.34 means a 34% yield). The reactants are [Cl:1][C:2]1[C:3]([NH:21][C:22]2[C:31]([F:32])=[CH:30][CH:29]=[CH:28][C:23]=2[C:24]([NH:26][CH3:27])=[O:25])=[N:4][C:5]([NH:8][C:9]2[CH:10]=[CH:11][C:12]3[CH2:18][NH:17][CH2:16][C:15](=[O:19])[NH:14][C:13]=3[CH:20]=2)=[N:6][CH:7]=1.N1C=CC=CC=1.[C:39](O[C:39]([O:40][CH2:41][CH3:42])=[O:43])(=[O:43])[O:40][CH2:41][CH3:42]. The catalyst is C1COCC1. The product is [CH2:41]([O:40][C:39]([N:17]1[CH2:18][C:12]2[CH:11]=[CH:10][C:9]([NH:8][C:5]3[N:4]=[C:3]([NH:21][C:22]4[C:23]([C:24](=[O:25])[NH:26][CH3:27])=[CH:28][CH:29]=[CH:30][C:31]=4[F:32])[C:2]([Cl:1])=[CH:7][N:6]=3)=[CH:20][C:13]=2[NH:14][C:15](=[O:19])[CH2:16]1)=[O:43])[CH3:42]. The yield is 0.420.